Dataset: NCI-60 drug combinations with 297,098 pairs across 59 cell lines. Task: Regression. Given two drug SMILES strings and cell line genomic features, predict the synergy score measuring deviation from expected non-interaction effect. (1) Drug 1: CC1C(C(=O)NC(C(=O)N2CCCC2C(=O)N(CC(=O)N(C(C(=O)O1)C(C)C)C)C)C(C)C)NC(=O)C3=C4C(=C(C=C3)C)OC5=C(C(=O)C(=C(C5=N4)C(=O)NC6C(OC(=O)C(N(C(=O)CN(C(=O)C7CCCN7C(=O)C(NC6=O)C(C)C)C)C)C(C)C)C)N)C. Drug 2: CC1=CC=C(C=C1)C2=CC(=NN2C3=CC=C(C=C3)S(=O)(=O)N)C(F)(F)F. Cell line: SR. Synergy scores: CSS=57.3, Synergy_ZIP=2.85, Synergy_Bliss=-0.232, Synergy_Loewe=-19.2, Synergy_HSA=-1.56. (2) Drug 1: C1CC(=O)NC(=O)C1N2CC3=C(C2=O)C=CC=C3N. Drug 2: CC=C1C(=O)NC(C(=O)OC2CC(=O)NC(C(=O)NC(CSSCCC=C2)C(=O)N1)C(C)C)C(C)C. Cell line: SK-MEL-5. Synergy scores: CSS=60.3, Synergy_ZIP=2.85, Synergy_Bliss=1.48, Synergy_Loewe=-58.1, Synergy_HSA=1.33.